Dataset: Reaction yield outcomes from USPTO patents with 853,638 reactions. Task: Predict the reaction yield, written as a fraction of the theoretical maximum amount of product (1.0 means a 100% yield; for example, 0.34 means a 34% yield). (1) The yield is 0.0620. No catalyst specified. The reactants are [NH:1]1[C:9]2[C:4](=[CH:5][CH:6]=[CH:7][CH:8]=2)[C:3]([C:10](Cl)=[O:11])=[N:2]1.[NH2:13][C:14]1[C:15]([C:20]([NH:22][CH2:23][CH:24]2[CH2:29][CH2:28][O:27][CH2:26][CH2:25]2)=[O:21])=[N:16][CH:17]=[CH:18][CH:19]=1. The product is [O:27]1[CH2:26][CH2:25][CH:24]([CH2:23][NH:22][C:20]([C:15]2[C:14]([NH:13][C:10]([C:3]3[C:4]4[C:9](=[CH:8][CH:7]=[CH:6][CH:5]=4)[NH:1][N:2]=3)=[O:11])=[CH:19][CH:18]=[CH:17][N:16]=2)=[O:21])[CH2:29][CH2:28]1. (2) The reactants are Cl.[Cl:2][C:3]1[CH:8]=[CH:7][C:6]([CH:9]([NH:16]C(=O)OC(C)(C)C)[CH2:10][CH2:11][S:12](=[O:15])(=[O:14])[NH2:13])=[CH:5][CH:4]=1. The catalyst is C(Cl)Cl.CO. The product is [NH2:16][CH:9]([C:6]1[CH:7]=[CH:8][C:3]([Cl:2])=[CH:4][CH:5]=1)[CH2:10][CH2:11][S:12]([NH2:13])(=[O:14])=[O:15]. The yield is 0.738.